This data is from Full USPTO retrosynthesis dataset with 1.9M reactions from patents (1976-2016). The task is: Predict the reactants needed to synthesize the given product. (1) Given the product [CH3:1][O:2][C:3]1[CH:4]=[CH:5][C:6]2[O:10][C:9]([CH:11]([NH:18][C:19]3[CH:20]=[CH:21][C:22]([C:25]([NH:27][CH2:28][CH2:29][C:30]([OH:32])=[O:31])=[O:26])=[CH:23][CH:24]=3)[CH2:12][CH2:13][CH2:14][CH2:15][CH2:16][CH3:17])=[C:8]([CH3:35])[C:7]=2[CH:36]=1, predict the reactants needed to synthesize it. The reactants are: [CH3:1][O:2][C:3]1[CH:4]=[CH:5][C:6]2[O:10][C:9]([CH:11]([NH:18][C:19]3[CH:24]=[CH:23][C:22]([C:25]([NH:27][CH2:28][CH2:29][C:30]([O:32]CC)=[O:31])=[O:26])=[CH:21][CH:20]=3)[CH2:12][CH2:13][CH2:14][CH2:15][CH2:16][CH3:17])=[C:8]([CH3:35])[C:7]=2[CH:36]=1.O1CCCC1.[OH-].[Na+]. (2) Given the product [N:10]1[CH:11]=[CH:12][CH:19]=[CH:14][C:9]=1[NH:8][C:1]([N:3]1[CH2:4][CH2:39][CH:38]([N:37]([CH2:36][C:31]2[C:30]([CH3:29])=[CH:35][CH:34]=[CH:33][N:32]=2)[CH2:44][C:45]2[C:50]([CH3:51])=[CH:49][CH:48]=[CH:47][N:46]=2)[CH2:6][CH2:7]1)=[O:2], predict the reactants needed to synthesize it. The reactants are: [C:1]([N:8]1[CH:12]=[CH:11][N:10]=[CH:9]1)([N:3]1[CH:7]=[CH:6]N=[CH:4]1)=[O:2].N[C:14]1[CH:19]=CC=CN=1.CCN(C(C)C)C(C)C.[CH3:29][C:30]1[C:31]([CH2:36][N:37]([CH2:44][C:45]2[C:50]([CH3:51])=[CH:49][CH:48]=[CH:47][N:46]=2)[CH:38]2CCNC[CH2:39]2)=[N:32][CH:33]=[CH:34][CH:35]=1. (3) Given the product [CH3:1][C:2]1[CH:7]=[C:6]([CH3:8])[CH:5]=[CH:4][C:3]=1[N:9]([CH2:24][CH:25]([CH3:27])[CH3:26])[S:10]([C:13]1[CH:18]=[C:17]([F:19])[C:16]([CH:20]([OH:21])[CH2:22][N:28]2[CH2:33][CH2:32][O:31][CH2:30][CH2:29]2)=[C:15]([F:23])[CH:14]=1)(=[O:12])=[O:11], predict the reactants needed to synthesize it. The reactants are: [CH3:1][C:2]1[CH:7]=[C:6]([CH3:8])[CH:5]=[CH:4][C:3]=1[N:9]([CH2:24][CH:25]([CH3:27])[CH3:26])[S:10]([C:13]1[CH:18]=[C:17]([F:19])[C:16]([CH:20]2[CH2:22][O:21]2)=[C:15]([F:23])[CH:14]=1)(=[O:12])=[O:11].[NH:28]1[CH2:33][CH2:32][O:31][CH2:30][CH2:29]1. (4) Given the product [Cl:4][C:5]1[CH:6]=[CH:7][C:8]([S:11]([CH:14]([C:24]2[CH:29]=[C:28]([F:30])[CH:27]=[CH:26][C:25]=2[F:31])[CH2:15][CH2:16][C:17]([OH:19])=[O:18])(=[O:13])=[O:12])=[CH:9][CH:10]=1, predict the reactants needed to synthesize it. The reactants are: ClCCl.[Cl:4][C:5]1[CH:10]=[CH:9][C:8]([S:11]([CH:14]([C:24]2[CH:29]=[C:28]([F:30])[CH:27]=[CH:26][C:25]=2[F:31])[CH2:15][CH2:16][C:17]([O:19]C(C)(C)C)=[O:18])(=[O:13])=[O:12])=[CH:7][CH:6]=1.FC(F)(F)C(O)=O. (5) Given the product [Br:15][C:7]1[CH:6]=[C:5]([C:1]([CH3:4])([CH3:3])[CH3:2])[NH:10][C:9](=[O:11])[CH:8]=1, predict the reactants needed to synthesize it. The reactants are: [C:1]([C:5]1[NH:10][C:9](=[O:11])[CH:8]=[C:7](O)[CH:6]=1)([CH3:4])([CH3:3])[CH3:2].P(Br)(Br)([Br:15])=O. (6) Given the product [C:1]([O:4][C@H:5]1[C@H:10]([O:11][C:12](=[O:14])[CH3:13])[C@H:9]([O:15][C:16](=[O:18])[CH3:17])[C@@H:8]([CH2:19]/[CH:20]=[CH:21]/[C:22]2[CH:27]=[CH:26][CH:25]=[C:24]([C:36]#[C:37][C@@H:38]3[C@@H:43]([O:44][CH2:45][C:46]4[CH:47]=[CH:48][CH:49]=[CH:50][CH:51]=4)[C@@H:42]([O:52][CH2:53][C:54]4[CH:59]=[CH:58][CH:57]=[CH:56][CH:55]=4)[C@H:41]([O:60][CH2:61][C:62]4[CH:63]=[CH:64][CH:65]=[CH:66][CH:67]=4)[C@@H:40]([CH2:68][O:69][CH2:70][C:71]4[CH:76]=[CH:75][CH:74]=[CH:73][CH:72]=4)[O:39]3)[CH:23]=2)[O:7][C@@H:6]1[CH2:29][O:30][C:31](=[O:33])[CH3:32])(=[O:3])[CH3:2], predict the reactants needed to synthesize it. The reactants are: [C:1]([O:4][C@H:5]1[C@H:10]([O:11][C:12](=[O:14])[CH3:13])[C@H:9]([O:15][C:16](=[O:18])[CH3:17])[C@@H:8]([CH2:19]/[CH:20]=[CH:21]/[C:22]2[CH:27]=[CH:26][CH:25]=[C:24](I)[CH:23]=2)[O:7][C@@H:6]1[CH2:29][O:30][C:31](=[O:33])[CH3:32])(=[O:3])[CH3:2].C[Si](C)(C)[C:36]#[C:37][C@@H:38]1[C@@H:43]([O:44][CH2:45][C:46]2[CH:51]=[CH:50][CH:49]=[CH:48][CH:47]=2)[C@@H:42]([O:52][CH2:53][C:54]2[CH:59]=[CH:58][CH:57]=[CH:56][CH:55]=2)[C@H:41]([O:60][CH2:61][C:62]2[CH:67]=[CH:66][CH:65]=[CH:64][CH:63]=2)[C@@H:40]([CH2:68][O:69][CH2:70][C:71]2[CH:76]=[CH:75][CH:74]=[CH:73][CH:72]=2)[O:39]1.O.C1CCN2C(=NCCC2)CC1.